From a dataset of Full USPTO retrosynthesis dataset with 1.9M reactions from patents (1976-2016). Predict the reactants needed to synthesize the given product. (1) Given the product [NH2:1][C:2]1[N:7]([C:8]2[C:9]([F:34])=[CH:10][C:11]([O:12][CH2:13][CH2:14][CH2:15][CH2:16][CH2:17][NH:18][C@H:19]([C:24]([OH:26])=[O:25])[CH2:20][CH:21]([CH3:23])[CH3:22])=[CH:31][C:32]=2[F:33])[C:6](=[O:35])[CH:5]=[CH:4][C:3]=1[C:36](=[O:45])[C:37]1[CH:42]=[CH:41][C:40]([F:43])=[CH:39][C:38]=1[F:44], predict the reactants needed to synthesize it. The reactants are: [NH2:1][C:2]1[N:7]([C:8]2[C:32]([F:33])=[CH:31][C:11]([O:12][CH2:13][CH2:14][CH2:15][CH2:16][CH2:17][NH:18][C@H:19]([C:24]([O:26]C(C)(C)C)=[O:25])[CH2:20][CH:21]([CH3:23])[CH3:22])=[CH:10][C:9]=2[F:34])[C:6](=[O:35])[CH:5]=[CH:4][C:3]=1[C:36](=[O:45])[C:37]1[CH:42]=[CH:41][C:40]([F:43])=[CH:39][C:38]=1[F:44].C(O)(C(F)(F)F)=O. (2) Given the product [NH2:2][CH2:1][CH:3]1[CH2:12][CH2:11][CH2:10][C:9]2[CH:8]=[C:7]([NH:13][S:14]([C:17]3[CH:18]=[CH:19][CH:20]=[CH:21][CH:22]=3)(=[O:16])=[O:15])[CH:6]=[CH:5][C:4]1=2, predict the reactants needed to synthesize it. The reactants are: [C:1]([CH:3]1[CH2:12][CH2:11][CH2:10][C:9]2[CH:8]=[C:7]([NH:13][S:14]([C:17]3[CH:22]=[CH:21][CH:20]=[CH:19][CH:18]=3)(=[O:16])=[O:15])[CH:6]=[CH:5][C:4]1=2)#[N:2]. (3) The reactants are: [CH2:1]([N:4]1[C:12]2[C:11](=[O:13])[NH:10][C:9](=[O:14])[NH:8][C:7]=2[N:6]=[CH:5]1)[CH:2]=[CH2:3].C(=O)([O-])[O-].[Na+].[Na+].[CH2:21](I)[CH2:22][CH2:23][CH2:24][CH3:25]. Given the product [CH2:21]([N:8]1[C:7]2[N:6]=[CH:5][N:4]([CH2:1][CH:2]=[CH2:3])[C:12]=2[C:11](=[O:13])[NH:10][C:9]1=[O:14])[CH2:22][CH2:23][CH2:24][CH3:25], predict the reactants needed to synthesize it. (4) Given the product [C:33]([O:20][NH:19][C:17](=[O:18])[CH2:16][CH:15]([C:9]1[CH:10]=[CH:11][C:12]([O:13][CH3:14])=[C:7]([O:6][CH:1]2[CH2:2][CH2:3][CH2:4][CH2:5]2)[CH:8]=1)[N:21]1[C:29](=[O:30])[C:28]2[C:23](=[CH:24][CH:25]=[CH:26][C:27]=2[CH3:31])[C:22]1=[O:32])(=[O:35])[CH3:34], predict the reactants needed to synthesize it. The reactants are: [CH:1]1([O:6][C:7]2[CH:8]=[C:9]([CH:15]([N:21]3[C:29](=[O:30])[C:28]4[C:23](=[CH:24][CH:25]=[CH:26][C:27]=4[CH3:31])[C:22]3=[O:32])[CH2:16][C:17]([NH:19][OH:20])=[O:18])[CH:10]=[CH:11][C:12]=2[O:13][CH3:14])[CH2:5][CH2:4][CH2:3][CH2:2]1.[C:33](OC(=O)C)(=[O:35])[CH3:34]. (5) Given the product [NH2:12][C:11]1[C:6]([C:4]([C:15]2[CH:20]=[CH:19][CH:18]=[CH:17][CH:16]=2)=[O:5])=[N:7][C:8]([I:13])=[CH:9][N:10]=1, predict the reactants needed to synthesize it. The reactants are: CON(C)[C:4]([C:6]1[C:11]([NH2:12])=[N:10][CH:9]=[C:8]([I:13])[N:7]=1)=[O:5].[C:15]1([Mg]Br)[CH:20]=[CH:19][CH:18]=[CH:17][CH:16]=1.C(O)(=O)CC(CC(O)=O)(C(O)=O)O. (6) Given the product [CH3:11][O:10][C:3]1[CH:4]=[C:5]([CH:8]=[CH:9][C:2]=1[B:21]1[O:25][C:24]([CH3:27])([CH3:26])[C:23]([CH3:29])([CH3:28])[O:22]1)[C:6]#[N:7], predict the reactants needed to synthesize it. The reactants are: Br[C:2]1[CH:9]=[CH:8][C:5]([C:6]#[N:7])=[CH:4][C:3]=1[O:10][CH3:11].C([Li])CCC.C(O[B:21]1[O:25][C:24]([CH3:27])([CH3:26])[C:23]([CH3:29])([CH3:28])[O:22]1)(C)C. (7) Given the product [Cl:30][C:31]1[C:32]([C:45]([O:47][CH2:48][CH3:49])=[O:46])=[CH:33][C:34]2[N:35]([C:38]([I:14])=[C:39]([C:41]([F:44])([F:43])[CH3:42])[N:40]=2)[C:36]=1[CH3:37], predict the reactants needed to synthesize it. The reactants are: II.N1C=CC=CC=1.FC(F)(F)C(O[I:14](C1C=CC=CC=1)OC(=O)C(F)(F)F)=O.[Cl:30][C:31]1[C:32]([C:45]([O:47][CH2:48][CH3:49])=[O:46])=[CH:33][C:34]2[N:35]([CH:38]=[C:39]([C:41]([F:44])([F:43])[CH3:42])[N:40]=2)[C:36]=1[CH3:37].C(=O)([O-])O.[Na+].S([O-])([O-])(=O)=S.[Na+].[Na+]. (8) Given the product [CH3:1][N:2]([CH3:15])[CH2:3][CH2:4][N:5]1[CH:13]=[C:12]2[C:7]([CH:8]=[CH:9][C:10]([NH:14][C:30]([NH:29][C:26]3[CH:27]=[CH:28][C:23]([O:16][C:17]4[CH:18]=[CH:19][CH:20]=[CH:21][CH:22]=4)=[CH:24][CH:25]=3)=[O:31])=[CH:11]2)=[N:6]1, predict the reactants needed to synthesize it. The reactants are: [CH3:1][N:2]([CH3:15])[CH2:3][CH2:4][N:5]1[CH:13]=[C:12]2[C:7]([CH:8]=[CH:9][C:10]([NH2:14])=[CH:11]2)=[N:6]1.[O:16]([C:23]1[CH:28]=[CH:27][C:26]([N:29]=[C:30]=[O:31])=[CH:25][CH:24]=1)[C:17]1[CH:22]=[CH:21][CH:20]=[CH:19][CH:18]=1. (9) Given the product [CH2:1]([O:3][C:4](=[O:21])[CH:5]([CH:8]1[CH2:9][CH2:10][N:11]([C:14]([O:16][C:17]([CH3:18])([CH3:20])[CH3:19])=[O:15])[CH2:12][CH2:13]1)[CH2:6][CH3:7])[CH3:2], predict the reactants needed to synthesize it. The reactants are: [CH2:1]([O:3][C:4](=[O:21])[C:5](=[C:8]1[CH2:13][CH2:12][N:11]([C:14]([O:16][C:17]([CH3:20])([CH3:19])[CH3:18])=[O:15])[CH2:10][CH2:9]1)[CH2:6][CH3:7])[CH3:2].[H][H].